This data is from Full USPTO retrosynthesis dataset with 1.9M reactions from patents (1976-2016). The task is: Predict the reactants needed to synthesize the given product. (1) Given the product [CH3:1][O:2][C:3]([C:4]1[C:5]([C:6]([O:8][CH3:9])=[O:7])=[CH:10][C:11]2[CH2:16][O:19][C:20]3[CH:21]=[C:22]([C:29]#[N:30])[C:23]([C:24]#[N:25])=[CH:26][C:27]=3[O:28][CH2:14][C:12]=2[CH:13]=1)=[O:18], predict the reactants needed to synthesize it. The reactants are: [CH3:1][O:2][C:3](=[O:18])[C:4]1[C:5](=[CH:10][C:11]([CH2:16]Br)=[C:12]([CH2:14]Br)[CH:13]=1)[C:6]([O:8][CH3:9])=[O:7].[OH:19][C:20]1[CH:21]=[C:22]([C:29]#[N:30])[C:23](=[CH:26][C:27]=1[OH:28])[C:24]#[N:25].C(=O)([O-])[O-].[K+].[K+]. (2) Given the product [Br:1][C:2]1[CH:12]=[CH:11][C:5]2[O:6][C:7]3[C:8](=[O:9])[NH:10][C:16]([CH2:17][NH:26][CH2:25][C:24]4[CH:27]=[CH:28][CH:29]=[CH:30][C:23]=4[O:22][CH3:21])=[N:14][C:13]=3[C:4]=2[CH:3]=1, predict the reactants needed to synthesize it. The reactants are: [Br:1][C:2]1[CH:12]=[CH:11][C:5]([O:6][CH2:7][C:8]([NH2:10])=[O:9])=[C:4]([C:13]#[N:14])[CH:3]=1.N1CCC[CH2:17][CH2:16]1.[CH3:21][O:22][C:23]1[CH:30]=[CH:29][CH:28]=[CH:27][C:24]=1[CH2:25][NH2:26]. (3) The reactants are: [N:1]1[C:6]2[CH2:7][NH:8][CH2:9][CH2:10][C:5]=2[C:4](=[O:11])[NH:3][CH:2]=1.Cl[C:13]1[CH:18]=[C:17]([C:19]([F:22])([F:21])[F:20])[CH:16]=[CH:15][N:14]=1.C(N(CC)C(C)C)(C)C.O. Given the product [F:20][C:19]([F:22])([F:21])[C:17]1[CH:16]=[CH:15][N:14]=[C:13]([N:8]2[CH2:9][CH2:10][C:5]3[C:4](=[O:11])[NH:3][CH:2]=[N:1][C:6]=3[CH2:7]2)[CH:18]=1, predict the reactants needed to synthesize it. (4) Given the product [CH3:1][O:2][C:3](=[O:18])[C:4]([C:8](=[O:17])[C:9]1[CH:14]=[CH:13][C:12]([CH3:15])=[C:11]([CH3:16])[CH:10]=1)=[CH:5][NH:19][C:20]1[CH:21]=[N:22][CH:23]=[CH:24][CH:25]=1, predict the reactants needed to synthesize it. The reactants are: [CH3:1][O:2][C:3](=[O:18])[C:4]([C:8](=[O:17])[C:9]1[CH:14]=[CH:13][C:12]([CH3:15])=[C:11]([CH3:16])[CH:10]=1)=[CH:5]OC.[NH2:19][C:20]1[CH:21]=[N:22][CH:23]=[CH:24][CH:25]=1. (5) Given the product [Cl:21][C:15]1[CH:16]=[CH:17][CH:18]=[CH:19][C:14]=1[CH:11]1[CH2:10][CH2:9][NH:8][CH2:27][CH:28]1[OH:23], predict the reactants needed to synthesize it. The reactants are: C([N:8]1CC=[C:11]([C:14]2[CH:19]=[CH:18][CH:17]=[CH:16][C:15]=2C)[CH2:10][CH2:9]1)C1C=CC=CC=1.[ClH:21].Cl.[O:23]1[CH2:28][CH2:27]OCC1. (6) Given the product [Cl:8][C:6]1[CH:7]=[C:2]([C:29]2[CH:28]=[CH:27][CH:26]=[C:25]([S:22]([CH3:21])(=[O:24])=[O:23])[CH:30]=2)[N:3]=[C:4]([NH:9][C:10]2[CH:15]=[CH:14][C:13]([O:16][C:17]([F:20])([F:19])[F:18])=[CH:12][CH:11]=2)[N:5]=1, predict the reactants needed to synthesize it. The reactants are: Cl[C:2]1[CH:7]=[C:6]([Cl:8])[N:5]=[C:4]([NH:9][C:10]2[CH:15]=[CH:14][C:13]([O:16][C:17]([F:20])([F:19])[F:18])=[CH:12][CH:11]=2)[N:3]=1.[CH3:21][S:22]([C:25]1[CH:26]=[C:27](B(O)O)[CH:28]=[CH:29][CH:30]=1)(=[O:24])=[O:23].C(=O)([O-])[O-].[Na+].[Na+]. (7) Given the product [O:3]1[CH2:8][CH2:7][CH2:6][CH2:5][CH:4]1[O:9][C@@H:10]1[CH2:14][CH2:13][NH:12][CH2:11]1, predict the reactants needed to synthesize it. The reactants are: [OH-].[K+].[O:3]1[CH2:8][CH2:7][CH2:6][CH2:5][CH:4]1[O:9][CH:10]1[CH2:14][CH2:13][N:12](C=O)[CH2:11]1. (8) Given the product [Br:1][C:2]1[CH:3]=[CH:4][C:5]([C@@H:8]([N:10]2[CH2:15][CH2:14][C@:13]([CH2:22][C:23]3([CH3:25])[CH2:24][O:35]3)([C:16]3[CH:17]=[CH:18][CH:19]=[CH:20][CH:21]=3)[NH:12][C:11]2=[O:26])[CH3:9])=[CH:6][CH:7]=1, predict the reactants needed to synthesize it. The reactants are: [Br:1][C:2]1[CH:7]=[CH:6][C:5]([C@@H:8]([N:10]2[CH2:15][CH2:14][C@:13]([CH2:22][C:23]([CH3:25])=[CH2:24])([C:16]3[CH:21]=[CH:20][CH:19]=[CH:18][CH:17]=3)[NH:12][C:11]2=[O:26])[CH3:9])=[CH:4][CH:3]=1.C1C=C(Cl)C=C(C(OO)=[O:35])C=1. (9) Given the product [CH3:1][O:2][C:3]([C:5]1[S:6][C:7]([CH:16]=[O:17])=[CH:8][C:9]=1[C:10]1[CH:11]=[CH:12][CH:13]=[CH:14][CH:15]=1)=[O:4], predict the reactants needed to synthesize it. The reactants are: [CH3:1][O:2][C:3]([C:5]1[S:6][C:7]([CH:16](OCC)[O:17]CC)=[CH:8][C:9]=1[C:10]1[CH:15]=[CH:14][CH:13]=[CH:12][CH:11]=1)=[O:4].C(O)=O.